Task: Regression/Classification. Given a drug SMILES string, predict its absorption, distribution, metabolism, or excretion properties. Task type varies by dataset: regression for continuous measurements (e.g., permeability, clearance, half-life) or binary classification for categorical outcomes (e.g., BBB penetration, CYP inhibition). Dataset: pampa_ncats.. Dataset: PAMPA (Parallel Artificial Membrane Permeability Assay) permeability data from NCATS (1) The drug is CC1CCC(CC1)N2C3=C(C=CN=C3)C4=CN=C(N=C42)NC5=NC6=C(CN(CC6)C(=O)CO)C=C5. The result is 1 (high permeability). (2) The molecule is C1=CC=C(C=C1)C2=CC(=NC(=N2)NC3=CC(=C(C=C3)F)F)C4=CC=NC=C4. The result is 0 (low-to-moderate permeability). (3) The compound is CC1(CC2=C(C(N=C(N2)NC3=NC4=CC=CC=C4O3)C5=CC=CC=C5Cl)C(=O)C1)C. The result is 1 (high permeability).